This data is from Peptide-MHC class I binding affinity with 185,985 pairs from IEDB/IMGT. The task is: Regression. Given a peptide amino acid sequence and an MHC pseudo amino acid sequence, predict their binding affinity value. This is MHC class I binding data. (1) The peptide sequence is LERIKANIF. The MHC is HLA-A01:01 with pseudo-sequence HLA-A01:01. The binding affinity (normalized) is 0.0847. (2) The peptide sequence is NMVSDTIMK. The MHC is HLA-A11:01 with pseudo-sequence HLA-A11:01. The binding affinity (normalized) is 0.426.